Task: Predict the reactants needed to synthesize the given product.. Dataset: Full USPTO retrosynthesis dataset with 1.9M reactions from patents (1976-2016) (1) Given the product [Cl:30][C:31]1[CH:32]=[CH:33][C:34]([F:46])=[C:35]([C:37]2[C:38]3[CH2:45][CH2:44][O:43][CH2:42][C:39]=3[N:40]([C:14]([NH:16][C@@H:17]([C:22]([CH3:23])([CH3:24])[CH3:25])[C:18]([NH:20][CH2:21][CH2:49][OH:50])=[O:19])=[O:15])[N:41]=2)[CH:36]=1, predict the reactants needed to synthesize it. The reactants are: FC1C=C(C2C3COCCC=3N([C:14]([NH:16][C@@H:17]([C:22]([CH3:25])([CH3:24])[CH3:23])[C:18]([NH:20][CH3:21])=[O:19])=[O:15])N=2)C=CC=1F.[Cl:30][C:31]1[CH:32]=[CH:33][C:34]([F:46])=[C:35]([C:37]2[C:38]3[CH2:45][CH2:44][O:43][CH2:42][C:39]=3[NH:40][N:41]=2)[CH:36]=1.N[C@@H](C(C)(C)C)[C:49](NCCO)=[O:50]. (2) Given the product [Br:1][C:2]1[S:6][C:5]([CH2:7][O:8][C:12]2[C:17]([CH3:18])([CH3:19])[C:16](=[O:20])[C:15]([CH3:22])([CH3:21])[C:14](=[O:23])[CH:13]=2)=[CH:4][CH:3]=1, predict the reactants needed to synthesize it. The reactants are: [Br:1][C:2]1[S:6][C:5]([CH2:7][OH:8])=[CH:4][CH:3]=1.[H-].[Na+].Cl[C:12]1[C:17]([CH3:19])([CH3:18])[C:16](=[O:20])[C:15]([CH3:22])([CH3:21])[C:14](=[O:23])[CH:13]=1. (3) Given the product [F:1][C:2]([F:21])([F:20])[C:3]1[CH:8]=[C:7]([C:9]([F:12])([F:11])[F:10])[CH:6]=[CH:5][C:4]=1[C:13]1[CH:17]=[C:16]([CH2:18][N:36]2[CH:35]=[C:34]3[N:39]=[C:31]([C:24]4[CH:25]=[C:26]([F:30])[C:27]([F:29])=[CH:28][C:23]=4[F:22])[N:32]=[C:33]3[CH:38]=[N:37]2)[O:15][N:14]=1, predict the reactants needed to synthesize it. The reactants are: [F:1][C:2]([F:21])([F:20])[C:3]1[CH:8]=[C:7]([C:9]([F:12])([F:11])[F:10])[CH:6]=[CH:5][C:4]=1[C:13]1[CH:17]=[C:16]([CH2:18]Cl)[O:15][N:14]=1.[F:22][C:23]1[CH:28]=[C:27]([F:29])[C:26]([F:30])=[CH:25][C:24]=1[C:31]1[N:39]=[C:34]2[CH:35]=[N:36][NH:37][CH:38]=[C:33]2[N:32]=1. (4) Given the product [C:19]([NH:23][C:16]([C:9]1[C:10]2[CH2:11][C@H:12]3[CH2:15][C@H:13]3[C:14]=2[N:7]([C:2]2[CH:3]=[N:4][CH:5]=[CH:6][N:1]=2)[N:8]=1)=[O:18])([CH3:22])([CH3:21])[CH3:20], predict the reactants needed to synthesize it. The reactants are: [N:1]1[CH:6]=[CH:5][N:4]=[CH:3][C:2]=1[N:7]1[C:14]2[C@@H:13]3[CH2:15][C@@H:12]3[CH2:11][C:10]=2[C:9]([C:16]([OH:18])=O)=[N:8]1.[C:19]([NH2:23])([CH3:22])([CH3:21])[CH3:20].